This data is from Full USPTO retrosynthesis dataset with 1.9M reactions from patents (1976-2016). The task is: Predict the reactants needed to synthesize the given product. Given the product [CH3:17][O:19][CH2:2][CH2:1][O:3][C:4]1[C:9]([O:10][CH3:11])=[CH:8][C:7]([B:12]([OH:13])[OH:14])=[CH:6][C:5]=1[O:15][CH3:16].[I:28][C:23]1[CH:22]=[C:21]([O:29][CH3:30])[C:20]([O:19][CH2:17][CH2:18][O:3][CH3:1])=[C:25]([O:26][CH3:27])[CH:24]=1, predict the reactants needed to synthesize it. The reactants are: [CH2:1]([O:3][C:4]1[C:9]([O:10][CH3:11])=[CH:8][C:7]([B:12]([OH:14])[OH:13])=[CH:6][C:5]=1[O:15][CH3:16])[CH3:2].[CH2:17]([O:19][C:20]1[C:25]([O:26][CH3:27])=[CH:24][C:23]([I:28])=[CH:22][C:21]=1[O:29][CH3:30])[CH3:18].